This data is from Forward reaction prediction with 1.9M reactions from USPTO patents (1976-2016). The task is: Predict the product of the given reaction. (1) The product is: [C:1]1([S:7]([N:10]2[CH2:14][CH:13]([C:15]([N:37]3[CH2:38][CH2:39][N:34]([C:29]4[C:28]([Cl:27])=[CH:33][CH:32]=[CH:31][N:30]=4)[CH2:35][CH2:36]3)=[O:16])[N:12]([C:18]3[CH:23]=[CH:22][CH:21]=[CH:20][C:19]=3[Cl:24])[C:11]2=[O:25])(=[O:9])=[O:8])[CH:6]=[CH:5][CH:4]=[CH:3][CH:2]=1. Given the reactants [C:1]1([S:7]([N:10]2[CH2:14][CH:13]([C:15](O)=[O:16])[N:12]([C:18]3[CH:23]=[CH:22][CH:21]=[CH:20][C:19]=3[Cl:24])[C:11]2=[O:25])(=[O:9])=[O:8])[CH:6]=[CH:5][CH:4]=[CH:3][CH:2]=1.Cl.[Cl:27][C:28]1[C:29]([N:34]2[CH2:39][CH2:38][NH:37][CH2:36][CH2:35]2)=[N:30][CH:31]=[CH:32][CH:33]=1, predict the reaction product. (2) Given the reactants [NH:1]1[CH2:4][CH:3]([CH2:5][N:6]2[C:14]3[C:9](=[CH:10][C:11]([O:15][CH:16]([F:18])[F:17])=[CH:12][CH:13]=3)[C:8]([C:19]3[N:20]=[C:21]4[C:27]([C:28]([NH:30][C:31]([CH3:34])([CH3:33])[CH3:32])=[O:29])=[CH:26][N:25]([CH2:35][O:36][CH2:37][CH2:38][Si:39]([CH3:42])([CH3:41])[CH3:40])[C:22]4=[N:23][CH:24]=3)=[N:7]2)[CH2:2]1.C=O.[C:45](O[BH-](OC(=O)C)OC(=O)C)(=O)C.[Na+], predict the reaction product. The product is: [C:31]([NH:30][C:28]([C:27]1[C:21]2[C:22](=[N:23][CH:24]=[C:19]([C:8]3[C:9]4[C:14](=[CH:13][CH:12]=[C:11]([O:15][CH:16]([F:18])[F:17])[CH:10]=4)[N:6]([CH2:5][CH:3]4[CH2:4][N:1]([CH3:45])[CH2:2]4)[N:7]=3)[N:20]=2)[N:25]([CH2:35][O:36][CH2:37][CH2:38][Si:39]([CH3:42])([CH3:41])[CH3:40])[CH:26]=1)=[O:29])([CH3:33])([CH3:34])[CH3:32]. (3) Given the reactants [CH:1]([C:3]1[CH:16]=[CH:15][C:6]([CH:7]=[C:8]2[S:12][C:11](=[O:13])[NH:10][C:9]2=[O:14])=[CH:5][CH:4]=1)=O.[Cl:17][C:18]1[C:19]([NH2:26])=[C:20]([NH2:25])[CH:21]=[CH:22][C:23]=1[Cl:24], predict the reaction product. The product is: [Cl:17][C:18]1[C:19]2[NH:26][C:1]([C:3]3[CH:16]=[CH:15][C:6]([CH:7]=[C:8]4[S:12][C:11](=[O:13])[NH:10][C:9]4=[O:14])=[CH:5][CH:4]=3)=[N:25][C:20]=2[CH:21]=[CH:22][C:23]=1[Cl:24].